From a dataset of Forward reaction prediction with 1.9M reactions from USPTO patents (1976-2016). Predict the product of the given reaction. (1) Given the reactants [CH3:30][O:29][CH2:28][CH2:27][O:26][CH2:25][CH2:24][O:23][C:20]1[CH:21]=[CH:22][C:17]([C:16](O[C:16](=[NH:39])[C:17]2[CH:22]=[CH:21][C:20]([O:23][CH2:24][CH2:25][O:26][CH2:27][CH2:28][O:29][CH3:30])=[CH:19][C:18]=2[O:31]S(C(F)(F)F)(=O)=O)=[NH:39])=[C:18]([O:31]S(C(F)(F)F)(=O)=O)[CH:19]=1.ClN[C@:52]([CH3:58])([CH2:56][SH:57])[C:53]([OH:55])=[O:54].CCN(CC)CC, predict the reaction product. The product is: [OH:31][C:18]1[CH:19]=[C:20]([O:23][CH2:24][CH2:25][O:26][CH2:27][CH2:28][O:29][CH3:30])[CH:21]=[CH:22][C:17]=1[C:16]1[S:57][CH2:56][C@:52]([CH3:58])([C:53]([OH:55])=[O:54])[N:39]=1. (2) Given the reactants O[C:2]1([C:20]([F:23])([F:22])[F:21])[N:7]([CH2:8][C:9]([F:12])([F:11])[F:10])[C:6]2[CH:13]=[CH:14][C:15]([N+:17]([O-:19])=[O:18])=[CH:16][C:5]=2[O:4][CH2:3]1.C([BH3-])#N.[Na+].C(=O)([O-])[O-].[K+].[K+], predict the reaction product. The product is: [N+:17]([C:15]1[CH:14]=[CH:13][C:6]2[N:7]([CH2:8][C:9]([F:12])([F:11])[F:10])[CH:2]([C:20]([F:21])([F:22])[F:23])[CH2:3][O:4][C:5]=2[CH:16]=1)([O-:19])=[O:18]. (3) Given the reactants [Br:1][C:2]1[CH:7]=[CH:6][CH:5]=[C:4]([N+:8]([O-:10])=[O:9])[C:3]=1[CH2:11]Br.[CH3:13][C:14]([O-:16])=[O:15].[K+], predict the reaction product. The product is: [Br:1][C:2]1[CH:7]=[CH:6][CH:5]=[C:4]([N+:8]([O-:10])=[O:9])[C:3]=1[CH2:11][O:16][C:14](=[O:15])[CH3:13]. (4) Given the reactants I[C:2]1[C:3]([C:7]([O:9][CH2:10][CH3:11])=[O:8])=[N:4][NH:5][CH:6]=1.[Cl:12][C:13]1[CH:20]=[CH:19][C:16]([CH:17]=[O:18])=[CH:15][CH:14]=1.[CH2:21]1COCC1, predict the reaction product. The product is: [Cl:12][C:13]1[CH:20]=[CH:19][C:16]([CH:17]([OH:18])[C:2]2[C:3]([C:7]([O:9][CH2:10][CH3:11])=[O:8])=[N:4][N:5]([CH3:21])[CH:6]=2)=[CH:15][CH:14]=1. (5) The product is: [C:1]([O:5][C:6](=[O:35])[NH:7][C:8]1([C:12]2[CH:13]=[CH:14][C:15]([C:18]3[C:27]([C:28]4[CH:29]=[CH:30][CH:31]=[CH:32][CH:33]=4)=[CH:26][C:25]4[C:24](=[O:34])[C:23](=[N:42][OH:43])[CH2:22][CH2:21][C:20]=4[N:19]=3)=[CH:16][CH:17]=2)[CH2:9][CH2:10][CH2:11]1)([CH3:4])([CH3:2])[CH3:3]. Given the reactants [C:1]([O:5][C:6](=[O:35])[NH:7][C:8]1([C:12]2[CH:17]=[CH:16][C:15]([C:18]3[C:27]([C:28]4[CH:33]=[CH:32][CH:31]=[CH:30][CH:29]=4)=[CH:26][C:25]4[C:24](=[O:34])[CH2:23][CH2:22][CH2:21][C:20]=4[N:19]=3)=[CH:14][CH:13]=2)[CH2:11][CH2:10][CH2:9]1)([CH3:4])([CH3:3])[CH3:2].CC(C)([O-])C.[K+].[N:42](OCCC(C)C)=[O:43], predict the reaction product. (6) Given the reactants [Cl:1][C:2]1[CH:3]=[C:4]([NH:22][CH:23]([CH3:27])[CH2:24][O:25]C)[C:5]([CH3:21])=[C:6]([CH:20]=1)[C:7]([NH:9][CH2:10][C:11]1[C:12](=[O:19])[NH:13][C:14]([CH3:18])=[CH:15][C:16]=1[CH3:17])=[O:8].[Si](I)(C)(C)C.CO.[O-]S(S([O-])=O)=O.[Na+].[Na+], predict the reaction product. The product is: [Cl:1][C:2]1[CH:3]=[C:4]([NH:22][CH:23]([CH3:27])[CH2:24][OH:25])[C:5]([CH3:21])=[C:6]([CH:20]=1)[C:7]([NH:9][CH2:10][C:11]1[C:12](=[O:19])[NH:13][C:14]([CH3:18])=[CH:15][C:16]=1[CH3:17])=[O:8]. (7) The product is: [F:28][CH2:2][C@H:3]([N:11]1[C:19](=[O:20])[C:18]2[C:13](=[CH:14][CH:15]=[CH:16][CH:17]=2)[C:12]1=[O:21])[CH2:4][C:5]1[CH:10]=[CH:9][CH:8]=[CH:7][CH:6]=1. Given the reactants O[CH2:2][C@H:3]([N:11]1[C:19](=[O:20])[C:18]2[C:13](=[CH:14][CH:15]=[CH:16][CH:17]=2)[C:12]1=[O:21])[CH2:4][C:5]1[CH:10]=[CH:9][CH:8]=[CH:7][CH:6]=1.CCN(S(F)(F)[F:28])CC.C(=O)(O)[O-].[Na+], predict the reaction product.